Predict the reactants needed to synthesize the given product. From a dataset of Full USPTO retrosynthesis dataset with 1.9M reactions from patents (1976-2016). (1) Given the product [Br:7][C:8]1[CH:16]=[CH:15][CH:14]=[C:13]2[C:9]=1[CH:10]=[C:11]([C:17]([NH2:20])=[O:19])[NH:12]2, predict the reactants needed to synthesize it. The reactants are: C(Cl)(=O)C(Cl)=O.[Br:7][C:8]1[CH:16]=[CH:15][CH:14]=[C:13]2[C:9]=1[CH:10]=[C:11]([C:17]([OH:19])=O)[NH:12]2.[NH3:20]. (2) Given the product [Cl:12][C:4]1[C:5]([O:10][CH3:11])=[CH:6][C:7]([O:8][CH3:9])=[C:2]([Cl:1])[C:3]=1[C:13]1[CH:14]=[C:15]2[C:20](=[CH:21][CH:22]=1)[N:19]=[C:18]([NH:23][C@@H:24]1[CH2:35][CH2:33][CH2:34][CH2:27][C@@H:28]1[NH:29][C:39](=[O:42])[CH:40]=[CH2:41])[N:17]=[CH:16]2, predict the reactants needed to synthesize it. The reactants are: [Cl:1][C:2]1[C:7]([O:8][CH3:9])=[CH:6][C:5]([O:10][CH3:11])=[C:4]([Cl:12])[C:3]=1[C:13]1[CH:14]=[C:15]2[C:20](=[CH:21][CH:22]=1)[N:19]=[C:18]([NH:23][C@H:24]1[C@@H:28]([NH2:29])[CH2:27]OC1)[N:17]=[CH:16]2.CCN(C(C)C)[CH:33]([CH3:35])[CH3:34].[C:39](Cl)(=[O:42])[CH:40]=[CH2:41]. (3) Given the product [C:28]1([C:7]2[S:6][C:5]([C:3]([OH:4])=[O:2])=[C:9]([N:10]([CH:20]3[CH2:21][CH2:22][N:23]([CH:26]=[O:27])[CH2:24][CH2:25]3)[C:11]([C@H:13]3[CH2:18][CH2:17][C@H:16]([CH3:19])[CH2:15][CH2:14]3)=[O:12])[CH:8]=2)[CH2:33][CH2:32][CH2:31][CH2:30][CH:29]=1, predict the reactants needed to synthesize it. The reactants are: C[O:2][C:3]([C:5]1[S:6][C:7]([C:28]2[CH2:33][CH2:32][CH2:31][CH2:30][CH:29]=2)=[CH:8][C:9]=1[N:10]([CH:20]1[CH2:25][CH2:24][N:23]([CH:26]=[O:27])[CH2:22][CH2:21]1)[C:11]([C@H:13]1[CH2:18][CH2:17][C@H:16]([CH3:19])[CH2:15][CH2:14]1)=[O:12])=[O:4].[OH-].[Li+]. (4) Given the product [Br:14][C:11]1[CH:10]=[N:9][CH:8]=[C:7]([C:12]=1[CH3:13])[C:20]([NH:19][C:15]([CH3:18])([CH3:17])[CH3:16])=[O:21], predict the reactants needed to synthesize it. The reactants are: C([Li])CCC.Br[C:7]1[CH:8]=[N:9][CH:10]=[C:11]([Br:14])[C:12]=1[CH3:13].[C:15]([N:19]=[C:20]=[O:21])([CH3:18])([CH3:17])[CH3:16].[NH4+].[Cl-]. (5) Given the product [Cl:12][C:11]1[C:4]2[N:3]=[C:2]([O:26][C:19]3[C:20]([CH3:25])=[CH:21][C:22]([Cl:24])=[CH:23][C:18]=3[Cl:17])[N:6]([CH3:7])[C:5]=2[C:8]([C:13](=[O:16])[CH2:14][CH3:15])=[CH:9][CH:10]=1, predict the reactants needed to synthesize it. The reactants are: Cl[C:2]1[N:6]([CH3:7])[C:5]2[C:8]([C:13](=[O:16])[CH2:14][CH3:15])=[CH:9][CH:10]=[C:11]([Cl:12])[C:4]=2[N:3]=1.[Cl:17][C:18]1[CH:23]=[C:22]([Cl:24])[CH:21]=[C:20]([CH3:25])[C:19]=1[OH:26].C(=O)([O-])[O-].[K+].[K+].CN(C)C=O. (6) Given the product [CH:20]1[C:21]2[C:26](=[CH:25][CH:24]=[CH:23][CH:22]=2)[CH:27]=[C:18]([C:9]2[O:10][C:11]3[C:16]([C:7](=[N:6][OH:5])[CH:8]=2)=[CH:15][CH:14]=[C:13]([C:37]#[C:36][C:32]2[CH:33]=[CH:34][CH:35]=[C:30]([O:29][CH3:28])[CH:31]=2)[CH:12]=3)[N:19]=1, predict the reactants needed to synthesize it. The reactants are: C([O:5][N:6]=[C:7]1[C:16]2[C:11](=[CH:12][C:13](Br)=[CH:14][CH:15]=2)[O:10][C:9]([C:18]2[N:19]=[CH:20][C:21]3[C:26]([CH:27]=2)=[CH:25][CH:24]=[CH:23][CH:22]=3)=[CH:8]1)(C)(C)C.[CH3:28][O:29][C:30]1[CH:31]=[C:32]([C:36]#[CH:37])[CH:33]=[CH:34][CH:35]=1. (7) Given the product [C:49]1([CH3:54])[CH:50]=[CH:51][CH:52]=[CH:53][C:48]=1[N:77]1[CH2:78][CH2:79][C:71]2[C:70]([NH:69][C:66]3[CH:65]=[CH:64][C:63]([C:62]([F:81])([F:61])[F:80])=[CH:68][CH:67]=3)=[N:75][CH:74]=[N:73][C:72]=2[CH2:76]1, predict the reactants needed to synthesize it. The reactants are: C1C=CC(P(C2C(C3C(P(C4C=CC=CC=4)C4C=CC=CC=4)=CC=C4C=3C=CC=C4)=C3C(C=CC=C3)=CC=2)C2C=CC=CC=2)=CC=1.Br[C:48]1[CH:53]=[CH:52][CH:51]=[CH:50][C:49]=1[CH3:54].C(=O)([O-])[O-].[Cs+].[Cs+].[F:61][C:62]([F:81])([F:80])[C:63]1[CH:68]=[CH:67][C:66]([NH:69][C:70]2[C:71]3[CH2:79][CH2:78][NH:77][CH2:76][C:72]=3[N:73]=[CH:74][N:75]=2)=[CH:65][CH:64]=1. (8) Given the product [Si:1]([O:8][CH2:9][C@:10]12[CH2:26][CH2:25][C:24](=[O:27])[CH2:23][C@@H:22]1[CH2:21][CH2:20][CH:19]1[CH:11]2[CH2:12][CH2:13][C@@:14]2([CH3:29])[CH:18]1[CH2:17][CH2:16][C:15]2=[O:28])([C:4]([CH3:7])([CH3:6])[CH3:5])([CH3:3])[CH3:2], predict the reactants needed to synthesize it. The reactants are: [Si:1]([O:8][CH2:9][C@:10]12[CH2:26][CH2:25][C@H:24]([OH:27])[CH2:23][C@@H:22]1[CH2:21][CH2:20][CH:19]1[CH:11]2[CH2:12][CH2:13][C@@:14]2([CH3:29])[CH:18]1[CH2:17][CH2:16][C:15]2=[O:28])([C:4]([CH3:7])([CH3:6])[CH3:5])([CH3:3])[CH3:2].C1C=C[NH+]=CC=1.[O-][Cr](Cl)(=O)=O. (9) The reactants are: [CH3:1][N:2]1[CH2:6][CH2:5][CH2:4][C@H:3]1[C:7]([NH:9][C:10]1[CH:15]=[CH:14][CH:13]=[C:12]([N+:16]([O-])=O)[CH:11]=1)=[O:8]. Given the product [NH2:16][C:12]1[CH:11]=[C:10]([NH:9][C:7]([C@@H:3]2[CH2:4][CH2:5][CH2:6][N:2]2[CH3:1])=[O:8])[CH:15]=[CH:14][CH:13]=1, predict the reactants needed to synthesize it.